Predict the reactants needed to synthesize the given product. From a dataset of Full USPTO retrosynthesis dataset with 1.9M reactions from patents (1976-2016). (1) Given the product [CH2:15]([N:22]1[CH2:27][CH2:26][CH:25]([NH:11][CH2:10][CH2:9][C:7]2[CH:8]=[C:3]([O:2][CH3:1])[CH:4]=[CH:5][C:6]=2[N+:12]([O-:14])=[O:13])[CH2:24][CH2:23]1)[C:16]1[CH:21]=[CH:20][CH:19]=[CH:18][CH:17]=1, predict the reactants needed to synthesize it. The reactants are: [CH3:1][O:2][C:3]1[CH:4]=[CH:5][C:6]([N+:12]([O-:14])=[O:13])=[C:7]([CH2:9][CH2:10][NH2:11])[CH:8]=1.[CH2:15]([N:22]1[CH2:27][CH2:26][CH2:25][CH2:24][C:23]1=O)[C:16]1[CH:21]=[CH:20][CH:19]=[CH:18][CH:17]=1.C(O)(=O)C.C(O[BH-](OC(=O)C)OC(=O)C)(=O)C.[Na+].C(=O)([O-])[O-].[K+].[K+]. (2) Given the product [CH3:24][N:25]([CH3:27])/[CH:26]=[CH:2]/[C:1]([C:4]1[CH:9]=[CH:8][C:7]([C@H:10]2[CH2:15][CH2:14][C@H:13]([CH2:16][C:17]([O:19][CH2:20][CH3:21])=[O:18])[CH2:12][CH2:11]2)=[CH:6][CH:5]=1)=[O:3], predict the reactants needed to synthesize it. The reactants are: [C:1]([C:4]1[CH:9]=[CH:8][C:7]([C@H:10]2[CH2:15][CH2:14][C@H:13]([CH2:16][C:17]([O:19][CH2:20][CH3:21])=[O:18])[CH2:12][CH2:11]2)=[CH:6][CH:5]=1)(=[O:3])[CH3:2].CO[CH:24](OC)[N:25]([CH3:27])[CH3:26].O. (3) Given the product [CH2:1]([O:3][C:4](=[O:32])[CH:5]([C:10]1[CH:11]=[C:12]([C:22]2[CH:23]=[CH:24][C:25]([C:28]([F:29])([F:30])[F:31])=[CH:26][CH:27]=2)[CH:13]=[C:14]([CH:16]2[CH2:21][CH2:20][CH2:19][N:18]([C:34]3[CH:39]=[CH:38][C:37]([C:40]([F:43])([F:42])[F:41])=[CH:36][CH:35]=3)[CH2:17]2)[CH:15]=1)[CH2:6][CH:7]([CH3:9])[CH3:8])[CH3:2], predict the reactants needed to synthesize it. The reactants are: [CH2:1]([O:3][C:4](=[O:32])[CH:5]([C:10]1[CH:11]=[C:12]([C:22]2[CH:27]=[CH:26][C:25]([C:28]([F:31])([F:30])[F:29])=[CH:24][CH:23]=2)[CH:13]=[C:14]([CH:16]2[CH2:21][CH2:20][CH2:19][NH:18][CH2:17]2)[CH:15]=1)[CH2:6][CH:7]([CH3:9])[CH3:8])[CH3:2].I[C:34]1[CH:39]=[CH:38][C:37]([C:40]([F:43])([F:42])[F:41])=[CH:36][CH:35]=1.CC(C)([O-])C.[Na+]. (4) Given the product [F:15][C:16]1([F:26])[O:17][C:18]2[C:9](=[C:4]([NH:5][C:6]([C:7]3[CH:13]=[CH:12][NH:11][N:8]=3)=[O:14])[CH:3]=[CH:2][CH:19]=2)[O:10]1, predict the reactants needed to synthesize it. The reactants are: N1[N:5]2[C:6](=[O:14])[C:7]3[N:8]([N:11]=[CH:12][CH:13]=3)[C:9](=[O:10])[C:4]2=[CH:3][CH:2]=1.[F:15][C:16]1([F:26])OC2[C:18](=[C:19](C=CC=2)N)[O:17]1. (5) Given the product [Cl:16][C:14]1[CH:13]=[CH:12][C:11]([O:17][CH2:18][C:19]([N:21]2[CH2:26][C@H:25]([CH3:27])[N:24]([CH2:28][C:29]3[CH:30]=[CH:31][C:32]([F:35])=[CH:33][CH:34]=3)[CH2:23][C@H:22]2[CH3:36])=[O:20])=[C:10]([C:8](=[O:9])[CH2:7][CH2:6][CH2:5][C:4]([OH:37])=[O:3])[CH:15]=1, predict the reactants needed to synthesize it. The reactants are: C([O:3][C:4](=[O:37])[CH2:5][CH2:6][CH2:7][C:8]([C:10]1[CH:15]=[C:14]([Cl:16])[CH:13]=[CH:12][C:11]=1[O:17][CH2:18][C:19]([N:21]1[CH2:26][C@H:25]([CH3:27])[N:24]([CH2:28][C:29]2[CH:34]=[CH:33][C:32]([F:35])=[CH:31][CH:30]=2)[CH2:23][C@H:22]1[CH3:36])=[O:20])=[O:9])C.O1CCCC1.O.[OH-].[Li+].Cl. (6) Given the product [F:33][C:2]1([F:1])[O:6][C:5]2[CH:7]=[CH:8][C:9]([C:11]3([C:14]([NH:16][C:17]4[CH:18]=[C:19]([CH3:32])[C:20]([CH3:31])=[C:21]([C:23]5[C:24](=[O:29])[NH:25][CH:26]=[CH:27][CH:28]=5)[N:22]=4)=[O:15])[CH2:13][CH2:12]3)=[CH:10][C:4]=2[O:3]1, predict the reactants needed to synthesize it. The reactants are: [F:1][C:2]1([F:33])[O:6][C:5]2[CH:7]=[CH:8][C:9]([C:11]3([C:14]([NH:16][C:17]4[N:22]=[C:21]([C:23]5[C:24]([O:29]C)=[N:25][CH:26]=[CH:27][CH:28]=5)[C:20]([CH3:31])=[C:19]([CH3:32])[CH:18]=4)=[O:15])[CH2:13][CH2:12]3)=[CH:10][C:4]=2[O:3]1.Cl.C(N(CC)CC)C. (7) Given the product [CH3:2][Si:1]([CH3:3])([C:4]([CH3:6])([CH3:5])[CH3:7])[O:8][CH:9]1[CH2:10][CH2:11][CH:12]([C:15]([OH:17])=[O:16])[CH2:13][CH2:14]1, predict the reactants needed to synthesize it. The reactants are: [Si:1]([O:8][CH:9]1[CH2:14][CH2:13][CH:12]([C:15]([O:17]CC)=[O:16])[CH2:11][CH2:10]1)([C:4]([CH3:7])([CH3:6])[CH3:5])([CH3:3])[CH3:2].[OH-].[Na+]. (8) Given the product [CH3:63][O:62][CH2:61][CH2:60][O:59][CH2:58][CH2:57][O:56][CH2:55][CH2:54][O:53][CH2:52][CH2:51][O:50][CH2:49][CH2:48][O:47][CH2:46][CH2:45][O:44][CH2:43][CH2:42][O:41][C:35]1[CH:34]=[C:33]([NH:32][C:28]2[CH:27]=[C:26]([O:25][C:18]3[C:19]4[C:24](=[CH:23][CH:22]=[CH:21][CH:20]=4)[C:15]([NH2:14])=[CH:16][CH:17]=3)[CH:31]=[CH:30][N:29]=2)[CH:38]=[C:37]([O:39][CH3:40])[CH:36]=1, predict the reactants needed to synthesize it. The reactants are: C(O)(C(F)(F)F)=O.C(OC(=O)[NH:14][C:15]1[C:24]2[C:19](=[CH:20][CH:21]=[CH:22][CH:23]=2)[C:18]([O:25][C:26]2[CH:31]=[CH:30][N:29]=[C:28]([NH:32][C:33]3[CH:38]=[C:37]([O:39][CH3:40])[CH:36]=[C:35]([O:41][CH2:42][CH2:43][O:44][CH2:45][CH2:46][O:47][CH2:48][CH2:49][O:50][CH2:51][CH2:52][O:53][CH2:54][CH2:55][O:56][CH2:57][CH2:58][O:59][CH2:60][CH2:61][O:62][CH3:63])[CH:34]=3)[CH:27]=2)=[CH:17][CH:16]=1)(C)(C)C.